From a dataset of Catalyst prediction with 721,799 reactions and 888 catalyst types from USPTO. Predict which catalyst facilitates the given reaction. (1) Product: [Cl:1][C:2]1[CH:3]=[C:4]([N:13]([CH2:14][CH:15]2[CH2:16][CH2:17][CH2:18][CH2:19]2)[CH2:26][CH3:27])[C:5]([CH3:12])=[C:6]([CH:11]=1)[C:7]([O:9][CH3:10])=[O:8]. Reactant: [Cl:1][C:2]1[CH:3]=[C:4]([NH:13][CH2:14][CH:15]2[CH2:19][CH2:18][CH2:17][CH2:16]2)[C:5]([CH3:12])=[C:6]([CH:11]=1)[C:7]([O:9][CH3:10])=[O:8].C(=O)([O-])[O-].[Cs+].[Cs+].[CH2:26](I)[CH3:27]. The catalyst class is: 3. (2) The catalyst class is: 14. Product: [OH:6][C@H:5]([CH2:4][OH:3])[CH2:7][O:8][C:9]1[CH:10]=[C:11]([C:15]2[CH:16]=[CH:17][C:18]3[N:19]([C:21]([C:25]([NH:27][C:28]4[CH:33]=[CH:32][CH:31]=[CH:30][N:29]=4)=[O:26])=[C:22]([CH3:24])[N:23]=3)[N:20]=2)[CH:12]=[CH:13][CH:14]=1. Reactant: CC1(C)[O:6][C@@H:5]([CH2:7][O:8][C:9]2[CH:10]=[C:11]([C:15]3[CH:16]=[CH:17][C:18]4[N:19]([C:21]([C:25]([NH:27][C:28]5[CH:33]=[CH:32][CH:31]=[CH:30][N:29]=5)=[O:26])=[C:22]([CH3:24])[N:23]=4)[N:20]=3)[CH:12]=[CH:13][CH:14]=2)[CH2:4][O:3]1.Cl. (3) Reactant: O.[C:2]1(C)C=CC(S(O)(=O)=O)=CC=1.[F:13][C:14]1[CH:47]=[CH:46][CH:45]=[C:44]([F:48])[C:15]=1[CH2:16][N:17]1[C:25](=[O:26])[N:24]([C:27]([O:29][C:30]([CH3:33])([CH3:32])[CH3:31])=[O:28])[C:23]2[C:18]1=[N:19][C:20]([NH:34][C:35]1[CH:40]=[C:39]([C:41]#[N:42])[CH:38]=[CH:37][C:36]=1[NH2:43])=[N:21][CH:22]=2.C(OC)(OC)OC. Product: [F:13][C:14]1[CH:47]=[CH:46][CH:45]=[C:44]([F:48])[C:15]=1[CH2:16][N:17]1[C:25](=[O:26])[N:24]([C:27]([O:29][C:30]([CH3:33])([CH3:32])[CH3:31])=[O:28])[C:23]2[C:18]1=[N:19][C:20]([N:34]1[C:35]3[CH:40]=[C:39]([C:41]#[N:42])[CH:38]=[CH:37][C:36]=3[N:43]=[CH:2]1)=[N:21][CH:22]=2. The catalyst class is: 5. (4) Reactant: CS(Cl)(=O)=O.[C:6]([O:10][C:11]([N:13]1[CH2:17][CH2:16][CH2:15][C@H:14]1[CH2:18]O)=[O:12])([CH3:9])([CH3:8])[CH3:7].C(N(CC)CC)C.[NH:27]1[CH2:32][CH2:31][O:30][CH2:29][CH2:28]1. Product: [C:6]([O:10][C:11]([N:13]1[CH2:17][CH2:16][CH2:15][C@H:14]1[CH2:18][N:27]1[CH2:32][CH2:31][O:30][CH2:29][CH2:28]1)=[O:12])([CH3:7])([CH3:8])[CH3:9]. The catalyst class is: 390. (5) Reactant: [OH-].[K+].[C:3]([O:7][C:8]([N:10]1[CH2:14][CH2:13][C:12]([CH2:26][C:27]2[CH:32]=[CH:31][CH:30]=[CH:29][CH:28]=2)([C:15]([C:17]2[CH:18]=[C:19]3[C:23](=[CH:24][CH:25]=2)[NH:22][CH:21]=[CH:20]3)=[O:16])[CH2:11]1)=[O:9])([CH3:6])([CH3:5])[CH3:4].[I:33]I.[H-].[Na+].[C:37]1([S:43](Cl)(=[O:45])=[O:44])[CH:42]=[CH:41][CH:40]=[CH:39][CH:38]=1. Product: [C:3]([O:7][C:8]([N:10]1[CH2:14][CH2:13][C:12]([C:15]([C:17]2[CH:18]=[C:19]3[C:23](=[CH:24][CH:25]=2)[N:22]([S:43]([C:37]2[CH:42]=[CH:41][CH:40]=[CH:39][CH:38]=2)(=[O:45])=[O:44])[CH:21]=[C:20]3[I:33])=[O:16])([CH2:26][C:27]2[CH:28]=[CH:29][CH:30]=[CH:31][CH:32]=2)[CH2:11]1)=[O:9])([CH3:6])([CH3:4])[CH3:5]. The catalyst class is: 3. (6) Reactant: Cl[C:2]1[C:7]([C:8]#[N:9])=[CH:6][N:5]=[C:4]2[C:10]3[CH:16]=[CH:15][CH:14]=[CH:13][C:11]=3[O:12][C:3]=12.[NH2:17][C:18]1[CH:23]=[C:22]([OH:24])[C:21]([CH3:25])=[CH:20][CH:19]=1. Product: [OH:24][C:22]1[CH:23]=[C:18]([NH:17][C:2]2[C:7]([C:8]#[N:9])=[CH:6][N:5]=[C:4]3[C:10]4[CH:16]=[CH:15][CH:14]=[CH:13][C:11]=4[O:12][C:3]=23)[CH:19]=[CH:20][C:21]=1[CH3:25]. The catalyst class is: 486. (7) Reactant: [Cl:1][C:2]1[CH:10]=[C:9]([Cl:11])[CH:8]=[CH:7][C:3]=1[CH2:4][C:5]#[N:6].[Cl:12][C:13]1[C:14]([F:21])=[C:15]([CH:18]=[CH:19][CH:20]=1)[CH:16]=O.C[O-].[Na+]. Product: [Cl:12][C:13]1[C:14]([F:21])=[C:15](/[CH:16]=[C:4](/[C:3]2[CH:7]=[CH:8][C:9]([Cl:11])=[CH:10][C:2]=2[Cl:1])\[C:5]#[N:6])[CH:18]=[CH:19][CH:20]=1. The catalyst class is: 5. (8) Reactant: [NH2:1][C:2]1[CH:3]=[N:4][CH:5]=[CH:6][C:7]=1[N:8]1[CH2:13][C@H:12]([CH3:14])[C@@H:11]([O:15][Si:16]([C:19]([CH3:22])([CH3:21])[CH3:20])([CH3:18])[CH3:17])[C@H:10]([NH:23][C:24](=[O:30])[O:25][C:26]([CH3:29])([CH3:28])[CH3:27])[CH2:9]1.[CH2:31]([C:34]1[O:42][C:41]2[C:36](=[N:37][C:38]([C:43]([OH:45])=O)=[CH:39][CH:40]=2)[CH:35]=1)[CH2:32]C.[CH3:46]CN(C(C)C)C(C)C.CN(C(ON1N=NC2C=CC=NC1=2)=[N+](C)C)C.F[P-](F)(F)(F)(F)F. Product: [Si:16]([O:15][C@@H:11]1[C@@H:12]([CH3:14])[CH2:13][N:8]([C:7]2[CH:6]=[CH:5][N:4]=[CH:3][C:2]=2[NH:1][C:43]([C:38]2[N:37]=[C:36]3[CH:35]=[C:34]([CH:31]([CH3:32])[CH3:46])[O:42][C:41]3=[CH:40][CH:39]=2)=[O:45])[CH2:9][C@H:10]1[NH:23][C:24](=[O:30])[O:25][C:26]([CH3:29])([CH3:28])[CH3:27])([C:19]([CH3:22])([CH3:21])[CH3:20])([CH3:18])[CH3:17]. The catalyst class is: 3. (9) Reactant: [N:1]1[CH:6]=[CH:5][CH:4]=[CH:3][C:2]=1[CH2:7][OH:8].[H-].[Na+].F[C:12]1[CH:17]=[CH:16][C:15]([N+:18]([O-:20])=[O:19])=[CH:14][CH:13]=1.O. Product: [N+:18]([C:15]1[CH:16]=[CH:17][C:12]([O:8][CH2:7][C:2]2[CH:3]=[CH:4][CH:5]=[CH:6][N:1]=2)=[CH:13][CH:14]=1)([O-:20])=[O:19]. The catalyst class is: 9.